Dataset: Orexin1 receptor HTS with 218,158 compounds and 233 confirmed actives. Task: Binary Classification. Given a drug SMILES string, predict its activity (active/inactive) in a high-throughput screening assay against a specified biological target. (1) The drug is Fc1ccc(Cc2cc(n[nH]c2=O)c2ccc(F)cc2)cc1. The result is 0 (inactive). (2) The drug is S(c1n2nc(ccc2nn1)c1ncccc1)CC(=O)Nc1c(OCC)cccc1. The result is 0 (inactive). (3) The compound is OC(Cn1c([n+](c2c1cccc2)C)CCC)COCc1ccccc1. The result is 0 (inactive). (4) The drug is s1c(ccc1C)/C=N\c1cc(ccc1O)C. The result is 0 (inactive). (5) The molecule is S(=O)(=O)(NC(C)(C)C)c1ccc(CCC(=O)Nc2cc3OCOc3cc2)cc1. The result is 0 (inactive).